From a dataset of Full USPTO retrosynthesis dataset with 1.9M reactions from patents (1976-2016). Predict the reactants needed to synthesize the given product. (1) Given the product [CH3:9][C@H:7]1[CH2:8][C@@H:3]([C:18]([OH:20])=[O:24])[C@H:4]([C:10]([CH3:12])=[CH2:11])[CH2:5][CH2:6]1, predict the reactants needed to synthesize it. The reactants are: [Mg].Cl[CH:3]1[CH2:8][CH:7]([CH3:9])[CH2:6][CH2:5][CH:4]1[C:10]([CH3:12])=[CH2:11].C[C@H]1C[C@@H:18]([OH:20])[C@H](C(C)=C)CC1.[O:24]1CCCC1. (2) Given the product [Br:5][CH2:2][CH2:12][C:6]1[CH:11]=[CH:10][CH:9]=[CH:8][CH:7]=1, predict the reactants needed to synthesize it. The reactants are: Br[C:2]([Br:5])(Br)Br.[C:6]1([CH2:12]CO)[CH:11]=[CH:10][CH:9]=[CH:8][CH:7]=1.C1(P(C2C=CC=CC=2)C2C=CC=CC=2)C=CC=CC=1.N1C=CC=CC=1. (3) Given the product [S:43]1[CH2:44][CH2:45][N:46]=[C:10]1[C:6]1[NH:5][C:4]2[C:3]([N:13]([CH3:22])[S:14]([C:17]3[S:18][CH:19]=[CH:20][CH:21]=3)(=[O:16])=[O:15])=[C:2]([CH3:1])[S:9][C:8]=2[CH:7]=1, predict the reactants needed to synthesize it. The reactants are: [CH3:1][C:2]1[S:9][C:8]2[CH:7]=[C:6]([C:10](O)=O)[NH:5][C:4]=2[C:3]=1[N:13]([CH3:22])[S:14]([C:17]1[S:18][CH:19]=[CH:20][CH:21]=1)(=[O:16])=[O:15].Cl.C([S:43][CH2:44][CH2:45][NH2:46])(C1C=CC=CC=1)(C1C=CC=CC=1)C1C=CC=CC=1.N1(O)C2C=CC=CC=2N=N1.Cl.CN(C)CCCN=C=NCC.C1(P(=O)(C2C=CC=CC=2)C2C=CC=CC=2)C=CC=CC=1.FC(F)(F)S(OS(C(F)(F)F)(=O)=O)(=O)=O. (4) Given the product [CH3:28][O:29][C:30](=[O:31])[NH:32][C@H:33]([C:34]([N:14]1[CH2:15][C:16]([CH3:18])=[CH:17][C@H:13]1[C:10]1[NH:11][CH:12]=[C:8]([C:5]2[CH:4]=[CH:3][C:2]([Br:1])=[CH:7][CH:6]=2)[N:9]=1)=[O:35])[CH:37]([CH3:39])[CH3:38], predict the reactants needed to synthesize it. The reactants are: [Br:1][C:2]1[CH:7]=[CH:6][C:5]([C:8]2[N:9]=[C:10]([C@@H:13]3[CH:17]=[C:16]([CH3:18])[CH2:15][NH:14]3)[NH:11][CH:12]=2)=[CH:4][CH:3]=1.CCN(C(C)C)C(C)C.[CH3:28][O:29][C:30]([NH:32][C@@H:33]([CH:37]([CH3:39])[CH3:38])[C:34](O)=[O:35])=[O:31].CN(C(ON1N=NC2C=CC=NC1=2)=[N+](C)C)C.F[P-](F)(F)(F)(F)F. (5) The reactants are: [CH3:1][N:2]([CH3:31])[C:3]1[N:12]=[C:11]([NH:13][CH2:14][C:15]2[CH:20]=[CH:19][C:18]([NH:21][C:22]([CH:24]3[CH2:29][CH2:28][NH:27][CH2:26][CH2:25]3)=[O:23])=[CH:17][CH:16]=2)[C:10]2[C:5](=[CH:6][C:7]([CH3:30])=[CH:8][CH:9]=2)[N:4]=1.[F:32][C:33]1[CH:40]=[C:39]([F:41])[CH:38]=[C:37]([F:42])[C:34]=1[CH:35]=O.Cl. Given the product [CH3:1][N:2]([CH3:31])[C:3]1[N:12]=[C:11]([NH:13][CH2:14][C:15]2[CH:16]=[CH:17][C:18]([NH:21][C:22]([CH:24]3[CH2:29][CH2:28][N:27]([CH2:35][C:34]4[C:33]([F:32])=[CH:40][C:39]([F:41])=[CH:38][C:37]=4[F:42])[CH2:26][CH2:25]3)=[O:23])=[CH:19][CH:20]=2)[C:10]2[C:5](=[CH:6][C:7]([CH3:30])=[CH:8][CH:9]=2)[N:4]=1, predict the reactants needed to synthesize it. (6) Given the product [CH3:34][S:31]([C:27]1[CH:26]=[C:25]2[C:30](=[CH:29][CH:28]=1)[N:22]([CH2:21][C:18]1[CH:17]=[CH:16][C:15]([C:2]3([O:1][CH3:37])[CH2:7][CH2:6][N:5]([C:8]([O:10][C:11]([CH3:14])([CH3:13])[CH3:12])=[O:9])[CH2:4][CH2:3]3)=[CH:20][N:19]=1)[CH:23]=[CH:24]2)(=[O:33])=[O:32], predict the reactants needed to synthesize it. The reactants are: [OH:1][C:2]1([C:15]2[CH:16]=[CH:17][C:18]([CH2:21][N:22]3[C:30]4[C:25](=[CH:26][C:27]([S:31]([CH3:34])(=[O:33])=[O:32])=[CH:28][CH:29]=4)[CH:24]=[CH:23]3)=[N:19][CH:20]=2)[CH2:7][CH2:6][N:5]([C:8]([O:10][C:11]([CH3:14])([CH3:13])[CH3:12])=[O:9])[CH2:4][CH2:3]1.[H-].[Na+].[CH3:37]I.O.